This data is from Reaction yield outcomes from USPTO patents with 853,638 reactions. The task is: Predict the reaction yield, written as a fraction of the theoretical maximum amount of product (1.0 means a 100% yield; for example, 0.34 means a 34% yield). (1) The reactants are [CH2:1]([O:3][C:4](=[O:13])[C:5]1[CH:10]=[C:9]([Br:11])[C:8](Br)=[N:7][CH:6]=1)[CH3:2].[CH2:14](B(O)O)[CH3:15].C(=O)([O-])[O-].[K+].[K+]. The catalyst is O1CCOCC1.C1C=CC([P]([Pd]([P](C2C=CC=CC=2)(C2C=CC=CC=2)C2C=CC=CC=2)([P](C2C=CC=CC=2)(C2C=CC=CC=2)C2C=CC=CC=2)[P](C2C=CC=CC=2)(C2C=CC=CC=2)C2C=CC=CC=2)(C2C=CC=CC=2)C2C=CC=CC=2)=CC=1. The product is [Br:11][C:9]1[C:8]([CH2:14][CH3:15])=[N:7][CH:6]=[C:5]([CH:10]=1)[C:4]([O:3][CH2:1][CH3:2])=[O:13]. The yield is 0.380. (2) The reactants are [N+:1]([C:4]1[CH:9]=[CH:8][C:7]([CH:10]2[CH2:14][CH2:13][CH:12]([C:15]([O:17][CH3:18])=[O:16])[CH2:11]2)=[CH:6][CH:5]=1)([O-])=O. The catalyst is [Pd].CCO. The product is [NH2:1][C:4]1[CH:5]=[CH:6][C:7]([CH:10]2[CH2:14][CH2:13][CH:12]([C:15]([O:17][CH3:18])=[O:16])[CH2:11]2)=[CH:8][CH:9]=1. The yield is 0.880.